From a dataset of Full USPTO retrosynthesis dataset with 1.9M reactions from patents (1976-2016). Predict the reactants needed to synthesize the given product. (1) Given the product [C:14]([O:13][C:11]([N:8]1[CH2:9][CH2:10][C:5]([CH2:18][C:19]2[CH:20]=[CH:21][CH:22]=[CH:23][CH:24]=2)([C:3]([OH:4])=[O:2])[CH2:6][CH2:7]1)=[O:12])([CH3:17])([CH3:15])[CH3:16], predict the reactants needed to synthesize it. The reactants are: C[O:2][C:3]([C:5]1([CH2:18][C:19]2[CH:24]=[CH:23][CH:22]=[CH:21][CH:20]=2)[CH2:10][CH2:9][N:8]([C:11]([O:13][C:14]([CH3:17])([CH3:16])[CH3:15])=[O:12])[CH2:7][CH2:6]1)=[O:4].O.O.[OH-].[Li+].Cl. (2) Given the product [F:21][C:20]([F:23])([F:22])[C:17]1[CH:18]=[CH:19][C:14]([C:6]2[CH:7]=[CH:8][CH:9]=[C:4]([CH2:3][NH2:2])[CH:5]=2)=[CH:15][CH:16]=1, predict the reactants needed to synthesize it. The reactants are: Cl.[NH2:2][CH2:3][C:4]1[CH:9]=[CH:8][C:7](B(O)O)=[CH:6][CH:5]=1.Br[C:14]1[CH:19]=[CH:18][C:17]([C:20]([F:23])([F:22])[F:21])=[CH:16][CH:15]=1.P([O-])([O-])([O-])=O.[K+].[K+].[K+].C(COC)OC.O. (3) Given the product [C:1]([N:5]1[C:9]2[N:10]=[CH:11][N:12]=[CH:13][C:8]=2[C:7]([C:14]([C:16]2[CH:17]=[C:18]([N:22]([CH3:35])[C:23](=[O:32])[CH2:24][C:25]3[CH:30]=[CH:29][C:28]([F:31])=[CH:27][CH:26]=3)[CH:19]=[N:20][CH:21]=2)=[O:15])=[CH:6]1)([CH3:4])([CH3:2])[CH3:3], predict the reactants needed to synthesize it. The reactants are: [C:1]([N:5]1[C:9]2[N:10]=[CH:11][N:12]=[CH:13][C:8]=2[C:7]([C:14]([C:16]2[CH:17]=[C:18]([NH:22][C:23](=[O:32])[CH2:24][C:25]3[CH:30]=[CH:29][C:28]([F:31])=[CH:27][CH:26]=3)[CH:19]=[N:20][CH:21]=2)=[O:15])=[CH:6]1)([CH3:4])([CH3:3])[CH3:2].[H-].[Na+].[CH3:35]I.[Cl-].[NH4+]. (4) Given the product [F:1][C:2]1[CH:3]=[C:4]([C:8]2[CH:16]=[CH:15][CH:14]=[C:13]3[C:9]=2/[C:10](=[CH:28]/[C:24]2[NH:25][C:26]([CH3:27])=[C:22]([S:19]([CH3:18])(=[O:21])=[O:20])[C:23]=2[C:30]2[CH:35]=[CH:34][CH:33]=[CH:32][CH:31]=2)/[C:11](=[O:17])[NH:12]3)[CH:5]=[CH:6][CH:7]=1, predict the reactants needed to synthesize it. The reactants are: [F:1][C:2]1[CH:3]=[C:4]([C:8]2[CH:16]=[CH:15][CH:14]=[C:13]3[C:9]=2[CH2:10][C:11](=[O:17])[NH:12]3)[CH:5]=[CH:6][CH:7]=1.[CH3:18][S:19]([C:22]1[C:23]([C:30]2[CH:35]=[CH:34][CH:33]=[CH:32][CH:31]=2)=[C:24]([CH:28]=O)[NH:25][C:26]=1[CH3:27])(=[O:21])=[O:20].CC1(C)C(C)(C)OB(C2C=CC=C3C=2C=CN3)O1.N1CCCCC1.